Dataset: Forward reaction prediction with 1.9M reactions from USPTO patents (1976-2016). Task: Predict the product of the given reaction. (1) Given the reactants S(C)C.[CH:4]([Li])([CH3:6])[CH3:5].[C:8]([NH:27][C@@H:28]([CH2:31][CH3:32])[CH:29]=[O:30])([C:21]1[CH:26]=[CH:25][CH:24]=[CH:23][CH:22]=1)([C:15]1[CH:20]=[CH:19][CH:18]=[CH:17][CH:16]=1)[C:9]1[CH:14]=[CH:13][CH:12]=[CH:11][CH:10]=1.[NH4+].[Cl-], predict the reaction product. The product is: [CH3:5][CH:4]([CH:29]([OH:30])[C@@H:28]([NH:27][C:8]([C:15]1[CH:20]=[CH:19][CH:18]=[CH:17][CH:16]=1)([C:21]1[CH:22]=[CH:23][CH:24]=[CH:25][CH:26]=1)[C:9]1[CH:14]=[CH:13][CH:12]=[CH:11][CH:10]=1)[CH2:31][CH3:32])[CH3:6]. (2) Given the reactants [CH2:1]([NH:4][CH2:5][CH:6]=[CH2:7])[CH:2]=[CH2:3].Br[CH2:9][C:10]1[C:11]([O:25][CH3:26])=[N:12][C:13]2[C:18]([C:19]=1[Cl:20])=[CH:17][C:16]([C:21]([O:23][CH3:24])=[O:22])=[CH:15][CH:14]=2, predict the reaction product. The product is: [Cl:20][C:19]1[C:18]2[C:13](=[CH:14][CH:15]=[C:16]([C:21]([O:23][CH3:24])=[O:22])[CH:17]=2)[N:12]=[C:11]([O:25][CH3:26])[C:10]=1[CH2:9][N:4]([CH2:5][CH:6]=[CH2:7])[CH2:1][CH:2]=[CH2:3]. (3) The product is: [CH2:1]([N:3]1[CH2:8][CH2:7][N:6]([C:9]2[N:14]=[CH:13][C:12]([NH:15]/[CH:16]=[C:17]3\[C:18](=[O:29])[NH:19][C:20](=[O:28])[C:21]4[C:26]\3=[CH:25][C:24]([C:32]3[CH:33]=[CH:34][O:30][CH:31]=3)=[CH:23][CH:22]=4)=[CH:11][CH:10]=2)[CH2:5][CH2:4]1)[CH3:2]. Given the reactants [CH2:1]([N:3]1[CH2:8][CH2:7][N:6]([C:9]2[N:14]=[CH:13][C:12]([NH:15]/[CH:16]=[C:17]3\[C:18](=[O:29])[NH:19][C:20](=[O:28])[C:21]4[C:26]\3=[CH:25][C:24](I)=[CH:23][CH:22]=4)=[CH:11][CH:10]=2)[CH2:5][CH2:4]1)[CH3:2].[O:30]1[CH:34]=[CH:33][C:32](B(O)O)=[CH:31]1.C(=O)([O-])[O-].[Cs+].[Cs+].P(C(C)(C)C)(C(C)(C)C)C(C)(C)C, predict the reaction product. (4) Given the reactants [CH3:1][N:2]([CH3:9])[CH2:3][C:4]([CH3:8])([CH3:7])[CH2:5]O.S(Cl)([Cl:12])=O, predict the reaction product. The product is: [ClH:12].[Cl:12][CH2:5][C:4]([CH3:8])([CH3:7])[CH2:3][N:2]([CH3:9])[CH3:1].